Dataset: Catalyst prediction with 721,799 reactions and 888 catalyst types from USPTO. Task: Predict which catalyst facilitates the given reaction. (1) Reactant: Br[C:2]1[CH:10]=[CH:9][CH:8]=[C:7]2[C:3]=1[CH:4]=[N:5][N:6]2[CH:11]([CH2:17][CH:18]1[CH2:23][CH2:22][O:21][CH2:20][CH2:19]1)[C:12]([O:14]CC)=O.CNCC[NH:28][CH3:29].[C:30](=[O:33])([O-])[O-].[K+].[K+].[CH:36]1([S:39]([O-:41])=[O:40])[CH2:38][CH2:37]1.[Na+].C(O)(=O)CC(CC(O)=O)(C(O)=O)O. The catalyst class is: 419. Product: [CH:36]1([S:39]([C:2]2[CH:10]=[CH:9][CH:8]=[C:7]3[C:3]=2[CH:4]=[N:5][N:6]3[CH:11]([CH2:17][CH:18]2[CH2:19][CH2:20][O:21][CH2:22][CH2:23]2)[C:12]([N:28]([O:33][CH3:30])[CH3:29])=[O:14])(=[O:41])=[O:40])[CH2:38][CH2:37]1. (2) Reactant: [NH2:1][C@H:2]1[CH2:7][CH2:6][C@H:5]([CH2:8][NH:9][C:10]2[C:15]([Cl:16])=[CH:14][N:13]=[C:12]([NH:17][CH2:18][C:19]3[CH:24]=[CH:23][CH:22]=[CH:21][C:20]=3[O:25][C:26]([F:29])([F:28])[F:27])[N:11]=2)[CH2:4][CH2:3]1.Br[CH2:31][CH2:32][CH2:33]Br. Product: [N:1]1([C@H:2]2[CH2:3][CH2:4][C@H:5]([CH2:8][NH:9][C:10]3[C:15]([Cl:16])=[CH:14][N:13]=[C:12]([NH:17][CH2:18][C:19]4[CH:24]=[CH:23][CH:22]=[CH:21][C:20]=4[O:25][C:26]([F:27])([F:28])[F:29])[N:11]=3)[CH2:6][CH2:7]2)[CH2:33][CH2:32][CH2:31]1. The catalyst class is: 44. (3) Reactant: S(Cl)([Cl:3])=O.[Na+].[CH3:6][C:7]1[O:11][C:10]([C:12]2[CH:17]=[CH:16][CH:15]=[CH:14][CH:13]=2)=[N:9][C:8]=1[CH2:18][O:19][C:20]1[CH:25]=[CH:24][C:23]([S:26]([O-:29])(=O)=[O:27])=[CH:22][CH:21]=1. The catalyst class is: 9. Product: [CH3:6][C:7]1[O:11][C:10]([C:12]2[CH:17]=[CH:16][CH:15]=[CH:14][CH:13]=2)=[N:9][C:8]=1[CH2:18][O:19][C:20]1[CH:25]=[CH:24][C:23]([S:26]([Cl:3])(=[O:29])=[O:27])=[CH:22][CH:21]=1. (4) Reactant: C(OC([NH:8][C:9]1[C:10]([NH:20][C:21]([C:23]2[CH:43]=[CH:42][C:26]([CH2:27][NH:28][C:29](=[O:41])[O:30][C:31]3[CH:40]=[CH:39][C:38]4[C:33](=[CH:34][CH:35]=[CH:36][CH:37]=4)[CH:32]=3)=[CH:25][CH:24]=2)=[O:22])=[N:11][N:12]([C:14]2[CH:19]=[CH:18][CH:17]=[CH:16][CH:15]=2)[CH:13]=1)=O)(C)(C)C.Cl. Product: [NH2:8][C:9]1[C:10]([NH:20][C:21]([C:23]2[CH:43]=[CH:42][C:26]([CH2:27][NH:28][C:29](=[O:41])[O:30][C:31]3[CH:40]=[CH:39][C:38]4[C:33](=[CH:34][CH:35]=[CH:36][CH:37]=4)[CH:32]=3)=[CH:25][CH:24]=2)=[O:22])=[N:11][N:12]([C:14]2[CH:19]=[CH:18][CH:17]=[CH:16][CH:15]=2)[CH:13]=1. The catalyst class is: 684. (5) The catalyst class is: 21. Product: [CH2:18]([O:1][C:2]1[C:11]2[O:10][CH2:9][C@H:8]([CH2:12][O:13][S:14]([CH3:17])(=[O:16])=[O:15])[O:7][C:6]=2[CH:5]=[CH:4][CH:3]=1)[C:19]1[CH:24]=[CH:23][CH:22]=[CH:21][CH:20]=1. Reactant: [OH:1][C:2]1[C:11]2[O:10][CH2:9][C@H:8]([CH2:12][O:13][S:14]([CH3:17])(=[O:16])=[O:15])[O:7][C:6]=2[CH:5]=[CH:4][CH:3]=1.[CH2:18](Br)[C:19]1[CH:24]=[CH:23][CH:22]=[CH:21][CH:20]=1.C(=O)([O-])[O-].[K+].[K+]. (6) Reactant: [NH2:1][C:2]1[N:7]=[CH:6][C:5]([C@@H:8]2[CH2:12][N:11]([C:13]([O:15][C:16](C)(C)C)=O)[C@H:10](CO)[CH2:9]2)=[CH:4][C:3]=1[C:22]1[CH:27]=[CH:26][C:25]([C:28](=[O:40])[NH:29][C@@H:30]([C:33]2[CH:38]=[CH:37][CH:36]=[C:35]([Cl:39])[CH:34]=2)[CH2:31][OH:32])=[C:24]([F:41])[CH:23]=1.CCN(C(C)C)C(C)C.C(C1NC=CN=1)(C1NC=CN=1)=[S:52]. Product: [NH2:1][C:2]1[C:3]([C:22]2[CH:27]=[CH:26][C:25]([C:28]([NH:29][C@@H:30]([C:33]3[CH:38]=[CH:37][CH:36]=[C:35]([Cl:39])[CH:34]=3)[CH2:31][OH:32])=[O:40])=[C:24]([F:41])[CH:23]=2)=[CH:4][C:5]([C@@H:8]2[CH2:12][N:11]3[C:13](=[S:52])[O:15][CH2:16][C@@H:10]3[CH2:9]2)=[CH:6][N:7]=1. The catalyst class is: 444. (7) Reactant: [Br:1][C:2]1[CH:15]=[C:14]2[C:5]([S:6][C:7]3[CH:8]=[CH:9][C:10]([NH:17][C:18](=[O:20])[CH3:19])=[CH:11][C:12]=3[C:13]2=[O:16])=[CH:4][CH:3]=1.[H-].[Na+].CI.[CH:25](Cl)(Cl)Cl. Product: [Br:1][C:2]1[CH:15]=[C:14]2[C:5]([S:6][C:7]3[CH:8]=[CH:9][C:10]([N:17]([CH3:25])[C:18](=[O:20])[CH3:19])=[CH:11][C:12]=3[C:13]2=[O:16])=[CH:4][CH:3]=1. The catalyst class is: 1. (8) Reactant: [H-].[Na+].[CH2:3]([C:5]1[S:6][CH:7]=[C:8]([CH2:10][C:11]([O:13][CH2:14][CH3:15])=[O:12])[N:9]=1)[CH3:4].[C:16](OCC)(=[O:18])[CH3:17]. Product: [CH2:3]([C:5]1[S:6][CH:7]=[C:8]([CH:10]([C:16]([CH3:17])=[O:18])[C:11]([O:13][CH2:14][CH3:15])=[O:12])[N:9]=1)[CH3:4]. The catalyst class is: 7.